Dataset: Catalyst prediction with 721,799 reactions and 888 catalyst types from USPTO. Task: Predict which catalyst facilitates the given reaction. (1) Reactant: [CH3:1][O:2]/[CH:3]=[CH:4]/[C:5]1[CH:14]=[CH:13][CH:12]=[CH:11][C:6]=1[C:7]([O:9][CH3:10])=[O:8]. Product: [CH3:1][O:2][CH2:3][CH2:4][C:5]1[CH:14]=[CH:13][CH:12]=[CH:11][C:6]=1[C:7]([O:9][CH3:10])=[O:8]. The catalyst class is: 99. (2) Reactant: [Cl:1][C:2]1[CH:17]=[CH:16][C:5]2[S:6][C:7]([CH:9]=[CH:10][CH2:11][CH2:12][CH2:13][CH2:14][CH3:15])=[CH:8][C:4]=2[CH:3]=1.[BH4-]. Product: [Cl:1][C:2]1[CH:17]=[CH:16][C:5]2[S:6][C:7]([CH2:9][CH2:10][CH2:11][CH2:12][CH2:13][CH2:14][CH3:15])=[CH:8][C:4]=2[CH:3]=1. The catalyst class is: 5. (3) Reactant: [CH:1](OCC)(OCC)OCC.C1(C)C=CC(S([O-])(=O)=O)=CC=1.[NH+]1C=CC=CC=1.[NH2:28][C:29]1[CH:30]=[N:31][C:32]2[C:37]([C:38]=1[NH:39][CH2:40][CH2:41][CH2:42][CH2:43][CH2:44][C:45]([O:47][CH2:48][CH3:49])=[O:46])=[CH:36][CH:35]=[CH:34][CH:33]=2. Product: [N:39]1([CH2:40][CH2:41][CH2:42][CH2:43][CH2:44][C:45]([O:47][CH2:48][CH3:49])=[O:46])[C:38]2[C:37]3[CH:36]=[CH:35][CH:34]=[CH:33][C:32]=3[N:31]=[CH:30][C:29]=2[N:28]=[CH:1]1. The catalyst class is: 11. (4) Reactant: [C:1](Cl)(=O)C.[NH2:5][C:6]1[N:7]([C:25]2[CH:30]=[C:29]([OH:31])[C:28]([O:32][C:33]3[CH:38]=[CH:37][CH:36]=[CH:35][CH:34]=3)=[CH:27][C:26]=2[CH3:39])[N:8]=[C:9]2[C:18]3[CH:17]=[CH:16][C:15]([O:19][CH2:20][C:21]([OH:23])=[O:22])=[CH:14][C:13]=3[NH:12][C:11](=[O:24])[C:10]=12.C(=O)([O-])O.[Na+]. Product: [CH3:1][O:22][C:21](=[O:23])[CH2:20][O:19][C:15]1[CH:16]=[CH:17][C:18]2[C:9]3[C:10](=[C:6]([NH2:5])[N:7]([C:25]4[CH:30]=[C:29]([OH:31])[C:28]([O:32][C:33]5[CH:34]=[CH:35][CH:36]=[CH:37][CH:38]=5)=[CH:27][C:26]=4[CH3:39])[N:8]=3)[C:11](=[O:24])[NH:12][C:13]=2[CH:14]=1. The catalyst class is: 5. (5) Reactant: [Br:1][C:2]1[CH:7]=[CH:6][C:5]([C:8]([C:18]2[CH:19]=[N:20][C:21]([N:24]3[CH2:29][CH2:28][O:27][CH2:26][CH2:25]3)=[CH:22][CH:23]=2)=[N:9][NH:10]C(OC(C)(C)C)=O)=[C:4](F)[CH:3]=1.N12CCCN=C1CCCCC2. Product: [Br:1][C:2]1[CH:7]=[C:6]2[C:5]([C:8]([C:18]3[CH:19]=[N:20][C:21]([N:24]4[CH2:29][CH2:28][O:27][CH2:26][CH2:25]4)=[CH:22][CH:23]=3)=[N:9][NH:10]2)=[CH:4][CH:3]=1. The catalyst class is: 7.